Dataset: Reaction yield outcomes from USPTO patents with 853,638 reactions. Task: Predict the reaction yield, written as a fraction of the theoretical maximum amount of product (1.0 means a 100% yield; for example, 0.34 means a 34% yield). (1) The reactants are [C:1]1([CH3:9])[CH:6]=[CH:5][CH:4]=[CH:3][C:2]=1[Mg]Br.[Br:10][C:11]1[CH:16]=[CH:15][C:14](/[CH:17]=[CH:18]/[C:19]([CH:21]2[CH2:26][CH2:25][N:24]([C:27]([O:29][C:30]([CH3:33])([CH3:32])[CH3:31])=[O:28])[CH2:23][CH2:22]2)=[O:20])=[CH:13][CH:12]=1. The catalyst is O1CCCC1.[Cu]I. The product is [Br:10][C:11]1[CH:12]=[CH:13][C:14]([CH:17]([C:2]2[CH:3]=[CH:4][CH:5]=[CH:6][C:1]=2[CH3:9])[CH2:18][C:19]([CH:21]2[CH2:22][CH2:23][N:24]([C:27]([O:29][C:30]([CH3:33])([CH3:32])[CH3:31])=[O:28])[CH2:25][CH2:26]2)=[O:20])=[CH:15][CH:16]=1. The yield is 0.750. (2) The reactants are [OH:1][C:2]1[CH:7]=[CH:6][C:5]([C:8]([C:10]2[CH:15]=[CH:14][C:13]([OH:16])=[CH:12][CH:11]=2)=O)=[CH:4][CH:3]=1.[C:17]([C:23]1[CH:28]=[CH:27][C:26]([O:29][CH2:30][CH2:31][CH2:32][C:33]([O:35][CH2:36][CH3:37])=[O:34])=[CH:25][CH:24]=1)(=O)[CH2:18][CH2:19][CH2:20][CH3:21]. No catalyst specified. The product is [CH2:18]([C:17]([C:23]1[CH:24]=[CH:25][C:26]([O:29][CH2:30][CH2:31][CH2:32][C:33]([O:35][CH2:36][CH3:37])=[O:34])=[CH:27][CH:28]=1)=[C:8]([C:10]1[CH:15]=[CH:14][C:13]([OH:16])=[CH:12][CH:11]=1)[C:5]1[CH:6]=[CH:7][C:2]([OH:1])=[CH:3][CH:4]=1)[CH2:19][CH2:20][CH3:21]. The yield is 0.660. (3) The reactants are [N:1]1[C:5]2[CH:6]=CC=[CH:9][C:4]=2[NH:3][CH:2]=1.C([I:12])C.C[C:14]1[CH:15]=[CH:16][CH:17]=[CH:18][C:19]=1C. No catalyst specified. The product is [I-:12].[CH2:5]([N:1]1[C:14]2[CH:15]=[CH:16][CH:17]=[CH:18][C:19]=2[N:3]([CH2:4][CH3:9])[CH2:2]1)[CH3:6]. The yield is 0.740. (4) The reactants are [Cl:1][C:2]1[CH:15]=[CH:14][C:5]([CH2:6][S:7]([CH2:10][C:11](O)=O)(=[O:9])=[O:8])=[CH:4][CH:3]=1.[Br:16][C:17]1[CH:24]=[CH:23][C:20](C=O)=[CH:19][CH:18]=1. No catalyst specified. The product is [Cl:1][C:2]1[CH:15]=[CH:14][C:5]([CH2:6][S:7](/[CH:10]=[CH:11]/[C:20]2[CH:23]=[CH:24][C:17]([Br:16])=[CH:18][CH:19]=2)(=[O:9])=[O:8])=[CH:4][CH:3]=1. The yield is 0.920. (5) The reactants are [I:1][C:2]1[CH:3]=[C:4]([OH:8])[CH:5]=[CH:6][CH:7]=1.[I:9][C:10]1[CH:15]=[CH:14][CH:13]=[C:12](I)[CH:11]=1.P([O-])([O-])([O-])=O.[K+].[K+].[K+].N1C=CC=CC=1C(O)=O. The catalyst is CS(C)=O.[Cu]I. The product is [O:8]([C:12]1[CH:11]=[C:10]([I:9])[CH:15]=[CH:14][CH:13]=1)[C:4]1[CH:3]=[C:2]([I:1])[CH:7]=[CH:6][CH:5]=1. The yield is 0.510. (6) The reactants are [CH3:1][N:2]([CH3:32])[C:3]([C:5]1[N:26]([CH:27]2[CH2:31][CH2:30][CH2:29][CH2:28]2)[C:8]2[N:9]=[C:10]([NH:13][C:14]3[N:19]=[CH:18][C:17]([CH:20]4[CH2:25][CH2:24][NH:23][CH2:22][CH2:21]4)=[CH:16][CH:15]=3)[N:11]=[CH:12][C:7]=2[CH:6]=1)=[O:4].[BH-](OC(C)=O)(OC(C)=O)OC(C)=O.[Na+].ClCCl.[CH3:50][C:51]([CH3:53])=O. The catalyst is C(O)(=O)C. The product is [CH3:1][N:2]([CH3:32])[C:3]([C:5]1[N:26]([CH:27]2[CH2:31][CH2:30][CH2:29][CH2:28]2)[C:8]2[N:9]=[C:10]([NH:13][C:14]3[N:19]=[CH:18][C:17]([CH:20]4[CH2:25][CH2:24][N:23]([CH:51]([CH3:53])[CH3:50])[CH2:22][CH2:21]4)=[CH:16][CH:15]=3)[N:11]=[CH:12][C:7]=2[CH:6]=1)=[O:4]. The yield is 0.600. (7) The reactants are Br[C:2]1[CH:7]=[CH:6][C:5]([C:8]2([C:11]([N:13]3[CH2:17][CH2:16][C@@:15]4([C:21]5[CH:22]=[CH:23][CH:24]=[CH:25][C:20]=5[C:19](=[O:26])[O:18]4)[CH2:14]3)=[O:12])[CH2:10][CH2:9]2)=[CH:4][CH:3]=1.[NH:27]1[CH2:31][CH2:30][CH2:29][CH2:28]1.N12CCCN=C1CCCCC2.[O:43]1CCC[CH2:44]1. The catalyst is [C-]#[O+].[C-]#[O+].[C-]#[O+].[C-]#[O+].[C-]#[O+].[C-]#[O+].[Mo].CC1C(P(C2C([CH2-])=CC=CC=2)C2C(C)=CC=CC=2)=CC=CC=1.CC1C(P(C2C([CH2-])=CC=CC=2)C2C(C)=CC=CC=2)=CC=CC=1.CC(O)=O.CC(O)=O.[Pd].[Pd]. The product is [N:27]1([C:44]([C:2]2[CH:3]=[CH:4][C:5]([C:8]3([C:11]([N:13]4[CH2:17][CH2:16][C@@:15]5([C:21]6[CH:22]=[CH:23][CH:24]=[CH:25][C:20]=6[C:19](=[O:26])[O:18]5)[CH2:14]4)=[O:12])[CH2:10][CH2:9]3)=[CH:6][CH:7]=2)=[O:43])[CH2:31][CH2:30][CH2:29][CH2:28]1. The yield is 0.790.